This data is from Catalyst prediction with 721,799 reactions and 888 catalyst types from USPTO. The task is: Predict which catalyst facilitates the given reaction. (1) Reactant: [N:1]1[N:5]2[CH:6]=[CH:7][CH:8]=[CH:9][C:4]2=[CH:3][C:2]=1[C:10](O)=[O:11].CSC.B.O.Cl. Product: [N:1]1[N:5]2[CH:6]=[CH:7][CH:8]=[CH:9][C:4]2=[CH:3][C:2]=1[CH2:10][OH:11]. The catalyst class is: 207. (2) Reactant: [F:1][C:2]1[CH:7]=[CH:6][C:5]([C:8]2[N:12]=[C:11]([C:13]3[CH:18]=[CH:17][C:16]([F:19])=[CH:15][CH:14]=3)[N:10]([CH2:20][C:21](O)=[O:22])[N:9]=2)=[CH:4][CH:3]=1.CN(C(ON1N=NC2C=CC=CC1=2)=[N+](C)C)C.[B-](F)(F)(F)F.CCN(C(C)C)C(C)C.Cl.[NH:56]1[CH2:61][CH2:60][CH:59]([C:62]2[C:66]3[CH:67]=[CH:68][CH:69]=[CH:70][C:65]=3[O:64][N:63]=2)[CH2:58][CH2:57]1. Product: [O:64]1[C:65]2[CH:70]=[CH:69][CH:68]=[CH:67][C:66]=2[C:62]([CH:59]2[CH2:60][CH2:61][N:56]([C:21](=[O:22])[CH2:20][N:10]3[C:11]([C:13]4[CH:14]=[CH:15][C:16]([F:19])=[CH:17][CH:18]=4)=[N:12][C:8]([C:5]4[CH:4]=[CH:3][C:2]([F:1])=[CH:7][CH:6]=4)=[N:9]3)[CH2:57][CH2:58]2)=[N:63]1. The catalyst class is: 3. (3) Reactant: [CH2:1]([O:8][C:9]1[CH:16]=[N:15][CH:14]=[C:13]([O:17][CH2:18][C:19]2[CH:24]=[CH:23][CH:22]=[CH:21][CH:20]=2)[C:10]=1[C:11]#[N:12])[C:2]1[CH:7]=[CH:6][CH:5]=[CH:4][CH:3]=1.C([O-])([O-])=[O:26].[K+].[K+].OO.O. Product: [CH2:1]([O:8][C:9]1[CH:16]=[N:15][CH:14]=[C:13]([O:17][CH2:18][C:19]2[CH:24]=[CH:23][CH:22]=[CH:21][CH:20]=2)[C:10]=1[C:11]([NH2:12])=[O:26])[C:2]1[CH:3]=[CH:4][CH:5]=[CH:6][CH:7]=1. The catalyst class is: 16. (4) Reactant: [CH3:1][C@H:2]1[O:7][CH2:6][C@@H:5]([C:8]2[CH:13]=[CH:12][CH:11]=[CH:10][CH:9]=2)[NH:4][C:3]1=[O:14].[H-].[Na+].Br[CH2:18][C:19]([O:21][CH2:22][CH3:23])=[O:20].C([O-])(O)=O.[Na+]. Product: [CH3:1][C@H:2]1[O:7][CH2:6][C@@H:5]([C:8]2[CH:13]=[CH:12][CH:11]=[CH:10][CH:9]=2)[N:4]([CH2:18][C:19]([O:21][CH2:22][CH3:23])=[O:20])[C:3]1=[O:14]. The catalyst class is: 3.